This data is from Reaction yield outcomes from USPTO patents with 853,638 reactions. The task is: Predict the reaction yield, written as a fraction of the theoretical maximum amount of product (1.0 means a 100% yield; for example, 0.34 means a 34% yield). (1) The reactants are [NH2:1][C:2]1[C:11]2[C:6](=[C:7](Br)[CH:8]=[CH:9][CH:10]=2)[N:5]=[N:4][C:3]=1[C:13]([NH:15][CH2:16][CH2:17][CH3:18])=[O:14].[F:19][C:20]1[CH:21]=[C:22](B(O)O)[CH:23]=[CH:24][C:25]=1[O:26][CH3:27]. No catalyst specified. The product is [NH2:1][C:2]1[C:11]2[C:6](=[C:7]([C:22]3[CH:23]=[CH:24][C:25]([O:26][CH3:27])=[C:20]([F:19])[CH:21]=3)[CH:8]=[CH:9][CH:10]=2)[N:5]=[N:4][C:3]=1[C:13]([NH:15][CH2:16][CH2:17][CH3:18])=[O:14]. The yield is 0.780. (2) The reactants are C(OC([N:8]([C:16]1[C:21]([C:22]2[O:23][C:24]([C:27]3[CH:32]=[CH:31][CH:30]=[CH:29][CH:28]=3)=[N:25][N:26]=2)=[N:20][C:19]([CH:33]=[CH2:34])=[CH:18][N:17]=1)C(=O)OC(C)(C)C)=O)(C)(C)C.C(O)(C(F)(F)F)=O. The catalyst is C(Cl)Cl. The product is [C:27]1([C:24]2[O:23][C:22]([C:21]3[C:16]([NH2:8])=[N:17][CH:18]=[C:19]([CH:33]=[CH2:34])[N:20]=3)=[N:26][N:25]=2)[CH:28]=[CH:29][CH:30]=[CH:31][CH:32]=1. The yield is 0.850. (3) The yield is 0.630. The product is [C:1]([O:5][C:6]([N:8]1[CH2:14][CH2:13][C:12]2[C:15]([S:20][CH2:55][CH2:56][O:57][CH:58]([CH3:60])[CH3:59])=[C:16]([Cl:19])[CH:17]=[CH:18][C:11]=2[CH2:10][CH2:9]1)=[O:7])([CH3:2])([CH3:3])[CH3:4]. The catalyst is CO.[Cl-].[NH4+]. The reactants are [C:1]([O:5][C:6]([N:8]1[CH2:14][CH2:13][C:12]2[C:15]([S:20]C(=O)N(C)C)=[C:16]([Cl:19])[CH:17]=[CH:18][C:11]=2[CH2:10][CH2:9]1)=[O:7])([CH3:4])([CH3:3])[CH3:2].C(OC(N1CCC2C(SC(=O)N(C)C)=C(Cl)C=C(Cl)C=2CC1)=O)(C)(C)C.[OH-].[K+].I[CH2:55][CH2:56][O:57][CH:58]([CH3:60])[CH3:59]. (4) The reactants are [CH3:1][Mg]Br.[N:4]1([C:10]2[N:11]=[C:12]([NH:31][C:32]3[CH:37]=[CH:36][C:35]([C:38](=[O:40])[CH3:39])=[CH:34][CH:33]=3)[C:13]3[CH2:19][CH2:18][N:17]([C:20]4[C:25]([C:26]([F:29])([F:28])[F:27])=[CH:24][CH:23]=[CH:22][N:21]=4)[CH2:16][CH2:15][C:14]=3[N:30]=2)[CH2:9][CH2:8][CH2:7][CH2:6][CH2:5]1. The catalyst is CCOCC.C1COCC1. The product is [N:4]1([C:10]2[N:11]=[C:12]([NH:31][C:32]3[CH:33]=[CH:34][C:35]([C:38]([OH:40])([CH3:1])[CH3:39])=[CH:36][CH:37]=3)[C:13]3[CH2:19][CH2:18][N:17]([C:20]4[C:25]([C:26]([F:27])([F:28])[F:29])=[CH:24][CH:23]=[CH:22][N:21]=4)[CH2:16][CH2:15][C:14]=3[N:30]=2)[CH2:9][CH2:8][CH2:7][CH2:6][CH2:5]1. The yield is 0.830. (5) The reactants are [NH2:1][C:2]1[NH:3][C:4](=[O:19])[C:5]2[N:11]=[C:10]([C:12]3[CH:17]=[CH:16][C:15]([F:18])=[CH:14][CH:13]=3)[CH:9]=[CH:8][C:6]=2[N:7]=1.[C:20](OC(=O)C)(=[O:22])[CH3:21]. The catalyst is C(O)(=O)C. The product is [C:20]([NH:1][C:2]1[NH:3][C:4](=[O:19])[C:5]2[N:11]=[C:10]([C:12]3[CH:17]=[CH:16][C:15]([F:18])=[CH:14][CH:13]=3)[CH:9]=[CH:8][C:6]=2[N:7]=1)(=[O:22])[CH3:21]. The yield is 0.780. (6) The reactants are [OH-].[K+].[OH:3][C:4]1[CH:9]=[CH:8][C:7]([P:10]([O:21][CH2:22][CH3:23])([CH2:12][P:13]([O:18][CH2:19][CH3:20])([O:15][CH2:16][CH3:17])=[O:14])=[O:11])=[CH:6][C:5]=1[C:24]([CH3:30])([CH3:29])[CH2:25][C:26]([OH:28])=[O:27].[CH2:31](Br)[C:32]1[CH:37]=[CH:36][CH:35]=[CH:34][CH:33]=1. The catalyst is C(#N)C. The product is [OH:3][C:4]1[CH:9]=[CH:8][C:7]([P:10]([O:21][CH2:22][CH3:23])([CH2:12][P:13]([O:18][CH2:19][CH3:20])([O:15][CH2:16][CH3:17])=[O:14])=[O:11])=[CH:6][C:5]=1[C:24]([CH3:30])([CH3:29])[CH2:25][C:26]([O:28][CH2:31][C:32]1[CH:37]=[CH:36][CH:35]=[CH:34][CH:33]=1)=[O:27]. The yield is 0.480. (7) The reactants are Cl[C:2]1[CH:7]=[C:6]([Cl:8])[N:5]=[CH:4][N:3]=1.[CH3:9][C:10]1[N:11]=[CH:12][NH:13][CH:14]=1.C(=O)([O-])[O-].[Cs+].[Cs+].O. The catalyst is CN(C=O)C. The product is [Cl:8][C:6]1[CH:7]=[C:2]([N:13]2[CH:14]=[C:10]([CH3:9])[N:11]=[CH:12]2)[N:3]=[CH:4][N:5]=1. The yield is 0.370.